Dataset: Forward reaction prediction with 1.9M reactions from USPTO patents (1976-2016). Task: Predict the product of the given reaction. (1) Given the reactants [CH3:1][O:2][C:3](=[O:32])[CH2:4][CH2:5][N:6]([CH2:17][C:18]1[CH:23]=[CH:22][C:21]([CH2:24][NH:25][CH2:26][C:27]2[NH:28][CH:29]=[CH:30][N:31]=2)=[CH:20][CH:19]=1)[CH2:7][CH2:8][CH2:9][CH2:10][N:11]1[CH2:16][CH2:15][CH2:14][CH2:13][CH2:12]1.[CH3:33][N:34]1[CH:38]=[CH:37][N:36]=[C:35]1[CH:39]=O.C([BH3-])#N.[Na+].C(O)(=O)C, predict the reaction product. The product is: [CH3:1][O:2][C:3](=[O:32])[CH2:4][CH2:5][N:6]([CH2:17][C:18]1[CH:23]=[CH:22][C:21]([CH2:24][N:25]([CH2:26][C:27]2[NH:28][CH:29]=[CH:30][N:31]=2)[CH2:39][C:35]2[N:34]([CH3:33])[CH:38]=[CH:37][N:36]=2)=[CH:20][CH:19]=1)[CH2:7][CH2:8][CH2:9][CH2:10][N:11]1[CH2:12][CH2:13][CH2:14][CH2:15][CH2:16]1. (2) Given the reactants [C:1]([N:8](C#N)[C@H:9]([C:11]([OH:13])=O)[CH3:10])([O:3][C:4]([CH3:7])([CH3:6])[CH3:5])=[O:2].[CH2:16]([N:18](CC)CC)C.ClC(OCC(C)C)=O.[BH4-:31].[Na+:32], predict the reaction product. The product is: [BH4-:31].[Na+:32].[C:4]([O:3][C:1](=[O:2])[NH:8][C@H:9]([CH2:11][OH:13])[CH2:10][C:16]#[N:18])([CH3:5])([CH3:6])[CH3:7]. (3) Given the reactants [C:1]([O:5][C:6]([N:8]1[CH2:13][CH2:12][CH:11]([C@@H:14]2[O:23][C:17]3=[CH:18][N:19]=[C:20](Cl)[CH:21]=[C:16]3[CH2:15]2)[CH2:10][CH2:9]1)=[O:7])([CH3:4])([CH3:3])[CH3:2].[CH3:24][S:25]([C:28]1[CH:33]=[CH:32][C:31](B(O)O)=[CH:30][CH:29]=1)(=[O:27])=[O:26], predict the reaction product. The product is: [C:1]([O:5][C:6]([N:8]1[CH2:13][CH2:12][CH:11]([C@@H:14]2[O:23][C:17]3=[CH:18][N:19]=[C:20]([C:31]4[CH:32]=[CH:33][C:28]([S:25]([CH3:24])(=[O:27])=[O:26])=[CH:29][CH:30]=4)[CH:21]=[C:16]3[CH2:15]2)[CH2:10][CH2:9]1)=[O:7])([CH3:4])([CH3:3])[CH3:2]. (4) Given the reactants Cl[S:2]([OH:5])(=[O:4])=[O:3].C([O:8]CC)C, predict the reaction product. The product is: [OH:3][S:2]([OH:5])(=[O:8])=[O:4].[O:3]=[S:2](=[O:5])=[O:4]. (5) Given the reactants [CH3:1][O:2][C:3]1[C:12]2[N:11]=[C:10]([NH2:13])[N:9]3[CH2:14][CH2:15][N:16]=[C:8]3[C:7]=2[CH:6]=[CH:5][C:4]=1[O:17][CH2:18][CH2:19][CH2:20][N:21]1[CH2:26][CH2:25][O:24][CH2:23][CH2:22]1.[NH2:27][C:28]1[S:29][C:30]([C:34](O)=[O:35])=[C:31]([CH3:33])[N:32]=1.C1CN([P+](ON2N=NC3C=CC=CC2=3)(N2CCCC2)N2CCCC2)CC1.F[P-](F)(F)(F)(F)F.C(N(C(C)C)CC)(C)C, predict the reaction product. The product is: [NH2:27][C:28]1[S:29][C:30]([C:34]([NH:13][C:10]2[N:9]3[CH2:14][CH2:15][N:16]=[C:8]3[C:7]3[CH:6]=[CH:5][C:4]([O:17][CH2:18][CH2:19][CH2:20][N:21]4[CH2:22][CH2:23][O:24][CH2:25][CH2:26]4)=[C:3]([O:2][CH3:1])[C:12]=3[N:11]=2)=[O:35])=[C:31]([CH3:33])[N:32]=1. (6) Given the reactants [C:1]1([CH2:7][CH2:8][C:9]([NH:11][CH2:12][C:13]2[CH:22]=[CH:21][C:16]([C:17]([O:19][CH3:20])=[O:18])=[CH:15][N:14]=2)=O)[CH:6]=[CH:5][CH:4]=[CH:3][CH:2]=1.P(Cl)(Cl)(Cl)=O, predict the reaction product. The product is: [C:1]1([CH2:7][CH2:8][C:9]2[N:14]3[CH:15]=[C:16]([C:17]([O:19][CH3:20])=[O:18])[CH:21]=[CH:22][C:13]3=[CH:12][N:11]=2)[CH:6]=[CH:5][CH:4]=[CH:3][CH:2]=1.